From a dataset of Forward reaction prediction with 1.9M reactions from USPTO patents (1976-2016). Predict the product of the given reaction. (1) The product is: [C:21]([O:20][C:18]([NH:17][CH:11]1[CH2:10][C:9]2[CH:8]=[C:7]([C:34]([O:69][CH3:68])=[O:35])[CH:16]=[CH:15][C:14]=2[CH2:13][CH2:12]1)=[O:19])([CH3:24])([CH3:23])[CH3:22]. Given the reactants FC(F)(F)S(O[C:7]1[CH:16]=[CH:15][C:14]2[CH2:13][CH2:12][CH:11]([NH:17][C:18]([O:20][C:21]([CH3:24])([CH3:23])[CH3:22])=[O:19])[CH2:10][C:9]=2[CH:8]=1)(=O)=O.C(N(CC)CC)C.[CH3:34][OH:35].C1(P(C2C=CC=CC=2)CCCP(C2C=CC=CC=2)C2C=CC=CC=2)C=CC=CC=1.CN([CH:68]=[O:69])C, predict the reaction product. (2) The product is: [C:10]1([CH:9]=[CH:8][C:3]2[CH:2]=[CH:34][C:35]([OH:27])=[CH:36][CH:31]=2)[CH:23]=[C:24]([OH:25])[CH:44]=[C:42]([OH:43])[CH:41]=1. Given the reactants N[CH2:2][CH2:3]S(O)(=O)=O.[CH3:8][C:9]1[N+](CC2C(N)=NC(C)=NC=2)=CS[C:10]=1[CH2:23][CH2:24][OH:25].[N+]([O-])([O-])=[O:27].C([O-])(=O)[C:31]1[CH:36]=[CH:35][CH:34]=CC=1.[Na+].C(O)(=O)[CH2:41][C:42](CC(O)=O)([C:44](O)=O)[OH:43].Cl, predict the reaction product. (3) Given the reactants C(=O)([O-])[O-].[K+].[K+].Cl.[NH2:8][C:9]1[CH:10]=[CH:11][C:12]([C:15](=[NH:17])[NH2:16])=[N:13][CH:14]=1.[Cl:18][C:19]1[CH:37]=[CH:36][C:22]([O:23][CH:24]([C:30](=O)[C:31]([F:34])([F:33])[F:32])[C:25](OCC)=[O:26])=[CH:21][C:20]=1[C:38]([F:41])([F:40])[F:39].Cl, predict the reaction product. The product is: [NH2:8][C:9]1[CH:10]=[CH:11][C:12]([C:15]2[NH:16][C:25](=[O:26])[C:24]([O:23][C:22]3[CH:36]=[CH:37][C:19]([Cl:18])=[C:20]([C:38]([F:39])([F:40])[F:41])[CH:21]=3)=[C:30]([C:31]([F:34])([F:32])[F:33])[N:17]=2)=[N:13][CH:14]=1.